This data is from Reaction yield outcomes from USPTO patents with 853,638 reactions. The task is: Predict the reaction yield, written as a fraction of the theoretical maximum amount of product (1.0 means a 100% yield; for example, 0.34 means a 34% yield). (1) The reactants are [NH2:1][C:2]1[N:7]=[CH:6][N:5]=[C:4]2[N:8]([CH:20]([C:22]3[O:23][C:24]4[C:29]([C:30](=[O:39])[C:31]=3[C:32]3[CH:37]=[CH:36][CH:35]=[C:34]([F:38])[CH:33]=3)=[CH:28][CH:27]=[CH:26][CH:25]=4)[CH3:21])[N:9]=[C:10]([C:11]3[CH:16]=[CH:15][C:14]([F:17])=[C:13]([O:18]C)[CH:12]=3)[C:3]=12. The catalyst is ClCCl.B(Br)(Br)Br. The product is [NH2:1][C:2]1[N:7]=[CH:6][N:5]=[C:4]2[N:8]([CH:20]([C:22]3[O:23][C:24]4[C:29]([C:30](=[O:39])[C:31]=3[C:32]3[CH:37]=[CH:36][CH:35]=[C:34]([F:38])[CH:33]=3)=[CH:28][CH:27]=[CH:26][CH:25]=4)[CH3:21])[N:9]=[C:10]([C:11]3[CH:16]=[CH:15][C:14]([F:17])=[C:13]([OH:18])[CH:12]=3)[C:3]=12. The yield is 0.550. (2) The catalyst is COC(C)(C)C. The yield is 0.720. The product is [CH3:30][C:31]([CH3:36])([CH3:35])[CH2:32]/[CH:33]=[N:8]/[CH2:9][C:10]([NH:12][C:13]1[CH:22]=[CH:21][C:16]([C:17]([O:19][CH3:20])=[O:18])=[CH:15][CH:14]=1)=[O:11]. The reactants are OC(C(F)(F)F)=O.[NH2:8][CH2:9][C:10]([NH:12][C:13]1[CH:22]=[CH:21][C:16]([C:17]([O:19][CH3:20])=[O:18])=[CH:15][CH:14]=1)=[O:11].C(N(CC)CC)C.[CH3:30][C:31]([CH3:36])([CH3:35])[CH2:32][CH:33]=O. (3) The reactants are Cl[C:2]1[N:7]=[C:6]([NH:8][C:9]2[CH:14]=[CH:13][C:12]3[O:15][CH2:16][CH2:17][O:18][C:11]=3[CH:10]=2)[C:5]([F:19])=[CH:4][N:3]=1.C(N(CC)C(C)C)(C)C.[CH2:29]([O:35][C:36]1[CH:42]=[CH:41][C:39]([NH2:40])=[CH:38][CH:37]=1)[CH2:30][CH2:31][CH2:32][CH2:33][CH3:34]. The catalyst is C(O)CO. The product is [CH2:17]1[CH2:16][O:15][C:12]2[CH:13]=[CH:14][C:9]([NH:8][C:6]3[C:5]([F:19])=[CH:4][N:3]=[C:2]([NH:40][C:39]4[CH:38]=[CH:37][C:36]([O:35][CH2:29][CH2:30][CH2:31][CH2:32][CH2:33][CH3:34])=[CH:42][CH:41]=4)[N:7]=3)=[CH:10][C:11]=2[O:18]1. The yield is 0.230. (4) The reactants are [N:1]([CH2:4][C:5]([NH:7][C@H:8]([CH2:14][S:15][CH2:16][C:17]1[CH:22]=[CH:21][CH:20]=[C:19]([O:23]C2CCCCO2)[CH:18]=1)[C:9]([O:11][CH2:12][CH3:13])=[O:10])=[O:6])=[N+:2]=[N-:3].Cl. The catalyst is CO. The product is [N:1]([CH2:4][C:5]([NH:7][C@H:8]([CH2:14][S:15][CH2:16][C:17]1[CH:22]=[CH:21][CH:20]=[C:19]([OH:23])[CH:18]=1)[C:9]([O:11][CH2:12][CH3:13])=[O:10])=[O:6])=[N+:2]=[N-:3]. The yield is 0.920. (5) The reactants are C([N:8]1[CH2:12][CH2:11][C:10](=[O:13])[CH2:9]1)C1C=CC=CC=1.[C:22](O[C:22]([O:24][C:25]([CH3:28])([CH3:27])[CH3:26])=[O:23])([O:24][C:25]([CH3:28])([CH3:27])[CH3:26])=[O:23]. The catalyst is CO.[Pd]. The product is [C:25]([O:24][C:22]([N:8]1[CH2:12][CH2:11][C:10](=[O:13])[CH2:9]1)=[O:23])([CH3:26])([CH3:27])[CH3:28]. The yield is 0.590. (6) The reactants are [CH:1]1([CH2:4][S:5]([C:8]([CH3:13])([CH3:12])[C:9]([OH:11])=O)(=[O:7])=[O:6])[CH2:3][CH2:2]1.S(Cl)(Cl)=O.C(N(CC)C(C)C)(C)C.[CH3:27][O:28][C:29]1[CH:30]=[C:31]([C:35]2[NH:36][C:37]([NH2:40])=[N:38][N:39]=2)[CH:32]=[CH:33][CH:34]=1. No catalyst specified. The product is [CH:1]1([CH2:4][S:5]([C:8]([CH3:13])([CH3:12])[C:9]([NH:40][C:37]2[NH:36][C:35]([C:31]3[CH:32]=[CH:33][CH:34]=[C:29]([O:28][CH3:27])[CH:30]=3)=[N:39][N:38]=2)=[O:11])(=[O:6])=[O:7])[CH2:2][CH2:3]1. The yield is 0.460. (7) The reactants are C([O:3][C:4](=[O:15])[CH2:5][C:6]1[CH:11]=[CH:10][N:9]2[CH:12]=[CH:13][N:14]=[C:8]2[CH:7]=1)C.[OH-].[Na+].Cl. The catalyst is O1CCOCC1. The product is [N:14]1[CH:13]=[CH:12][N:9]2[CH:10]=[CH:11][C:6]([CH2:5][C:4]([OH:15])=[O:3])=[CH:7][C:8]=12. The yield is 0.700.